This data is from Peptide-MHC class I binding affinity with 185,985 pairs from IEDB/IMGT. The task is: Regression. Given a peptide amino acid sequence and an MHC pseudo amino acid sequence, predict their binding affinity value. This is MHC class I binding data. (1) The binding affinity (normalized) is 0.319. The peptide sequence is FLRGRAYGI. The MHC is Patr-B1301 with pseudo-sequence Patr-B1301. (2) The peptide sequence is AVAKYFSPL. The MHC is HLA-B15:01 with pseudo-sequence HLA-B15:01. The binding affinity (normalized) is 0.743. (3) The peptide sequence is FSLTSSSKY. The MHC is HLA-B15:01 with pseudo-sequence HLA-B15:01. The binding affinity (normalized) is 0.724.